From a dataset of Full USPTO retrosynthesis dataset with 1.9M reactions from patents (1976-2016). Predict the reactants needed to synthesize the given product. (1) The reactants are: [CH2:1]([O:3][C:4](=[O:8])[CH:5]([CH3:7])[CH3:6])[CH3:2].[Li+].[CH3:10]C([N-]C(C)C)C.I[CH2:18][CH2:19][CH2:20][CH2:21][CH2:22]C.Cl. Given the product [CH2:1]([O:3][C:4](=[O:8])[C:5]([CH3:10])([CH3:7])[CH2:6][CH2:18][CH2:19][CH2:20][CH2:21][CH3:22])[CH3:2], predict the reactants needed to synthesize it. (2) Given the product [F:1][C@H:2]1[CH2:6][NH:5][C@H:4]([C:14]([NH:15][C:16]2[CH:21]=[N:20][CH:19]=[CH:18][N:17]=2)=[O:22])[CH2:3]1, predict the reactants needed to synthesize it. The reactants are: [F:1][C@H:2]1[CH2:6][N:5](C(OC(C)(C)C)=O)[C@H:4]([C:14](=[O:22])[NH:15][C:16]2[CH:21]=[N:20][CH:19]=[CH:18][N:17]=2)[CH2:3]1.C(O)(C(F)(F)F)=O. (3) Given the product [OH:46][CH2:45][C:30]1[CH:31]=[C:32]([NH:34][CH:35]([C:36]2[CH:44]=[C:39]3[CH:40]=[CH:41][CH:42]=[CH:43][N:38]3[N:37]=2)[C:8]([C:10]2[C:18]3[C:13](=[CH:14][CH:15]=[CH:16][CH:17]=3)[NH:12][CH:11]=2)=[O:9])[CH:33]=[C:28]([O:27][CH3:26])[CH:29]=1, predict the reactants needed to synthesize it. The reactants are: C(N(CC)CC)C.[CH:8]([C:10]1[C:18]2[C:13](=[CH:14][CH:15]=[CH:16][CH:17]=2)[N:12](C(OC(C)(C)C)=O)[CH:11]=1)=[O:9].[CH3:26][O:27][C:28]1[CH:29]=[C:30]([CH2:45][OH:46])[CH:31]=[C:32]([N:34]=[CH:35][C:36]2[CH:44]=[C:39]3[CH:40]=[CH:41][CH:42]=[CH:43][N:38]3[N:37]=2)[CH:33]=1. (4) Given the product [NH2:2][C:3]1[S:4][CH:5]=[C:6]([C:8](=[O:10])[CH3:9])[N:7]=1, predict the reactants needed to synthesize it. The reactants are: Cl.[NH2:2][C:3]1[S:4][CH:5]=[C:6]([C:8](=[O:10])[CH3:9])[N:7]=1.[OH-].[NH4+].